Dataset: Catalyst prediction with 721,799 reactions and 888 catalyst types from USPTO. Task: Predict which catalyst facilitates the given reaction. (1) Reactant: [CH:1]1([C:4]2[CH:5]=[CH:6][C:7]([NH:14][C:15]3[CH:16]=[C:17]4[C:21](=[CH:22][CH:23]=3)[N:20]([CH2:24][CH:25]3[CH2:27][CH2:26]3)[CH:19]=[CH:18]4)=[C:8]([CH:13]=2)[C:9]([O:11]C)=[O:10])[CH2:3][CH2:2]1.[OH-].[Na+].C(O)C.Cl. Product: [CH:1]1([C:4]2[CH:5]=[CH:6][C:7]([NH:14][C:15]3[CH:16]=[C:17]4[C:21](=[CH:22][CH:23]=3)[N:20]([CH2:24][CH:25]3[CH2:27][CH2:26]3)[CH:19]=[CH:18]4)=[C:8]([CH:13]=2)[C:9]([OH:11])=[O:10])[CH2:3][CH2:2]1. The catalyst class is: 132. (2) Reactant: [NH2:1][C:2]1[CH:7]=[CH:6][C:5]([C:8]([F:11])([F:10])[F:9])=[CH:4][C:3]=1[CH:12]([C:14]1[CH:19]=[CH:18][CH:17]=[C:16]([O:20][CH3:21])[C:15]=1[O:22][CH3:23])[OH:13].[CH3:24][O:25][C:26]1[CH:33]=[C:32]([O:34][CH3:35])[CH:31]=[CH:30][C:27]=1[CH:28]=O.[BH4-].[Na+]. Product: [CH3:24][O:25][C:26]1[CH:33]=[C:32]([O:34][CH3:35])[CH:31]=[CH:30][C:27]=1[CH2:28][NH:1][C:2]1[CH:7]=[CH:6][C:5]([C:8]([F:11])([F:10])[F:9])=[CH:4][C:3]=1[CH:12]([C:14]1[CH:19]=[CH:18][CH:17]=[C:16]([O:20][CH3:21])[C:15]=1[O:22][CH3:23])[OH:13]. The catalyst class is: 15. (3) Reactant: C[Al](C)C.C1(C)C=CC=CC=1.Cl.[F:13][C:14]1([F:18])[CH2:17][NH:16][CH2:15]1.C([O:21][C:22](=O)[CH2:23][N:24]([CH2:32][C:33]1[CH:38]=[CH:37][CH:36]=[CH:35][C:34]=1[C:39]([F:42])([F:41])[F:40])C(OC(C)(C)C)=O)C.C([O-])(O)=O.[Na+]. Product: [F:13][C:14]1([F:18])[CH2:17][N:16]([C:22](=[O:21])[CH2:23][NH:24][CH2:32][C:33]2[CH:38]=[CH:37][CH:36]=[CH:35][C:34]=2[C:39]([F:41])([F:40])[F:42])[CH2:15]1. The catalyst class is: 279. (4) Reactant: [OH:1][CH2:2][CH2:3][CH2:4][CH2:5][N:6]1[CH:10]=[C:9]([C:11]([O:13][C:14]([CH3:17])([CH3:16])[CH3:15])=[O:12])[N:8]=[N:7]1.[CH3:18][S:19](Cl)(=[O:21])=[O:20]. Product: [CH3:18][S:19]([O:1][CH2:2][CH2:3][CH2:4][CH2:5][N:6]1[CH:10]=[C:9]([C:11]([O:13][C:14]([CH3:17])([CH3:16])[CH3:15])=[O:12])[N:8]=[N:7]1)(=[O:21])=[O:20]. The catalyst class is: 2. (5) Reactant: [F:1][C:2]1[CH:7]=[C:6]([F:8])[CH:5]=[CH:4][C:3]=1[C:9]1[N:14]=[CH:13][N:12]=[C:11]([N:15]2[CH2:20][CH2:19][N:18](C(OC(C)(C)C)=O)[CH2:17][CH2:16]2)[CH:10]=1.C(OCC)(=O)C.Cl. Product: [F:1][C:2]1[CH:7]=[C:6]([F:8])[CH:5]=[CH:4][C:3]=1[C:9]1[CH:10]=[C:11]([N:15]2[CH2:16][CH2:17][NH:18][CH2:19][CH2:20]2)[N:12]=[CH:13][N:14]=1. The catalyst class is: 13. (6) Reactant: [NH2:1][CH:2]1[CH2:7][CH2:6][CH:5]([OH:8])[CH2:4][CH2:3]1.CCN(CC)CC.[CH3:16][C:17]([O:20][C:21](O[C:21]([O:20][C:17]([CH3:19])([CH3:18])[CH3:16])=[O:22])=[O:22])([CH3:19])[CH3:18]. Product: [OH:8][CH:5]1[CH2:6][CH2:7][CH:2]([NH:1][C:21](=[O:22])[O:20][C:17]([CH3:19])([CH3:18])[CH3:16])[CH2:3][CH2:4]1. The catalyst class is: 1. (7) Reactant: [Mg].[CH3:2][C:3]1([CH3:10])[C:7]([CH3:9])([CH3:8])[O:6][BH:5][O:4]1.Br[CH2:12][C:13]([CH3:15])=[CH2:14].Cl. Product: [CH3:2][C:3]1([CH3:10])[C:7]([CH3:9])([CH3:8])[O:6][B:5]([CH2:14][C:13]([CH3:15])=[CH2:12])[O:4]1. The catalyst class is: 1.